From a dataset of Reaction yield outcomes from USPTO patents with 853,638 reactions. Predict the reaction yield, written as a fraction of the theoretical maximum amount of product (1.0 means a 100% yield; for example, 0.34 means a 34% yield). (1) The reactants are [CH3:1][C:2]1[C:7]([C:8]([O:10]CC)=[O:9])=[C:6]([CH3:13])[N:5]=[CH:4][N:3]=1.[OH-].[Na+].Cl. The catalyst is O. The product is [CH3:1][C:2]1[C:7]([C:8]([OH:10])=[O:9])=[C:6]([CH3:13])[N:5]=[CH:4][N:3]=1. The yield is 0.920. (2) The reactants are [C:1]1(=[O:20])[N:5]([O:6][CH2:7][C:8]([O:10]C(C)(C)C)=[O:9])[C:4](=[O:15])[C:3]2=[CH:16][CH:17]=[CH:18][CH:19]=[C:2]12.FC(F)(F)C(O)=O. The catalyst is ClCCl. The product is [C:4]1(=[O:15])[N:5]([O:6][CH2:7][C:8]([OH:10])=[O:9])[C:1](=[O:20])[C:2]2=[CH:19][CH:18]=[CH:17][CH:16]=[C:3]12. The yield is 1.00. (3) The reactants are O=P(Cl)(Cl)[Cl:3].CN(C=O)C.[NH2:11][C:12]1[S:13][C:14]2[C:19](O)=[N:18][C:17]([S:21][C@H:22]([C:24]3[CH:29]=[CH:28][CH:27]=[CH:26][C:25]=3[F:30])[CH3:23])=[N:16][C:15]=2[N:31]=1.O. The catalyst is O1CCOCC1. The product is [Cl:3][C:19]1[C:14]2[S:13][C:12]([NH2:11])=[N:31][C:15]=2[N:16]=[C:17]([S:21][C@H:22]([C:24]2[CH:29]=[CH:28][CH:27]=[CH:26][C:25]=2[F:30])[CH3:23])[N:18]=1. The yield is 0.880. (4) The reactants are [Si:1]([O:8][CH2:9][C@@H:10]([NH:28][CH3:29])[CH2:11][CH2:12][C:13]([N:15]1[CH2:20][CH2:19][N:18]([C:21]([O:23][C:24]([CH3:27])([CH3:26])[CH3:25])=[O:22])[CH2:17][CH2:16]1)=[O:14])([C:4]([CH3:7])([CH3:6])[CH3:5])([CH3:3])[CH3:2].CCN(C(C)C)C(C)C.[Cl:39][C:40]1[C:59]([F:60])=[CH:58][CH:57]=[CH:56][C:41]=1[CH2:42][NH:43][C:44](=[O:55])OC1C=CC([N+]([O-])=O)=CC=1. The catalyst is C1COCC1. The product is [Si:1]([O:8][CH2:9][C@@H:10]([N:28]([CH3:29])[C:44]([NH:43][CH2:42][C:41]1[CH:56]=[CH:57][CH:58]=[C:59]([F:60])[C:40]=1[Cl:39])=[O:55])[CH2:11][CH2:12][C:13]([N:15]1[CH2:20][CH2:19][N:18]([C:21]([O:23][C:24]([CH3:27])([CH3:26])[CH3:25])=[O:22])[CH2:17][CH2:16]1)=[O:14])([C:4]([CH3:7])([CH3:6])[CH3:5])([CH3:3])[CH3:2]. The yield is 0.624.